From a dataset of Catalyst prediction with 721,799 reactions and 888 catalyst types from USPTO. Predict which catalyst facilitates the given reaction. (1) Reactant: [NH2:1][C:2]1[S:3][C:4]([CH2:11][CH3:12])=[CH:5][C:6]=1[C:7]([O:9]C)=O.ClC(Cl)(O[C:17](=[O:23])OC(Cl)(Cl)Cl)Cl.C(N(CC)CC)C.[N:32]1[C:41]2[C:36](=[CH:37][CH:38]=[CH:39][CH:40]=2)[CH:35]=[C:34]([NH2:42])[CH:33]=1. Product: [CH2:11]([C:4]1[S:3][C:2]2[NH:1][C:17](=[O:23])[N:42]([C:34]3[CH:33]=[N:32][C:41]4[C:36]([CH:35]=3)=[CH:37][CH:38]=[CH:39][CH:40]=4)[C:7](=[O:9])[C:6]=2[CH:5]=1)[CH3:12]. The catalyst class is: 2. (2) Reactant: [Cl:1][C:2]1[CH:7]=[C:6]2[NH:8][C:9](=[O:32])[C:10]3([CH:15]([C:16]4[CH:21]=[CH:20][CH:19]=[C:18]([Cl:22])[CH:17]=4)[CH2:14][C:13](=O)[NH:12][CH:11]3[C:24]3[CH:29]=[C:28]([F:30])[CH:27]=[CH:26][C:25]=3[CH3:31])[C:5]2=[CH:4][CH:3]=1.COC1C=CC(P2(=S)SP(=S)(C3C=CC(OC)=CC=3)[S:42]2)=CC=1. Product: [Cl:1][C:2]1[CH:7]=[C:6]2[NH:8][C:9](=[O:32])[C:10]3([CH:15]([C:16]4[CH:21]=[CH:20][CH:19]=[C:18]([Cl:22])[CH:17]=4)[CH2:14][C:13](=[S:42])[NH:12][CH:11]3[C:24]3[CH:29]=[C:28]([F:30])[CH:27]=[CH:26][C:25]=3[CH3:31])[C:5]2=[CH:4][CH:3]=1. The catalyst class is: 11. (3) Reactant: C(OC([N:8]1[CH2:13][CH2:12][CH:11]([O:14][C:15]2[CH:20]=[C:19]([N:21]3[C:29]4[C:24](=[CH:25][C:26]([S:30]([CH3:33])(=[O:32])=[O:31])=[CH:27][CH:28]=4)[CH2:23][CH2:22]3)[N:18]=[CH:17][N:16]=2)[CH2:10][CH2:9]1)=O)(C)(C)C.FC(F)(F)C(O)=O. Product: [CH3:33][S:30]([C:26]1[CH:25]=[C:24]2[C:29](=[CH:28][CH:27]=1)[N:21]([C:19]1[CH:20]=[C:15]([O:14][CH:11]3[CH2:12][CH2:13][NH:8][CH2:9][CH2:10]3)[N:16]=[CH:17][N:18]=1)[CH2:22][CH2:23]2)(=[O:32])=[O:31]. The catalyst class is: 2. (4) Reactant: [NH:1]1[C:5]2[CH:6]=[CH:7][CH:8]=[CH:9][C:4]=2[N:3]=[C:2]1[CH2:10][NH:11][C:12]1[CH:16]=[CH:15][NH:14][C:13]=1[C:17]([O:19]CC)=O.C(Cl)Cl.C([N:33]=[C:34]=[S:35])(=O)C1C=CC=CC=1. Product: [NH:3]1[C:4]2[CH:9]=[CH:8][CH:7]=[CH:6][C:5]=2[N:1]=[C:2]1[CH2:10][N:11]1[C:12]2[CH:16]=[CH:15][NH:14][C:13]=2[C:17](=[O:19])[NH:33][C:34]1=[S:35]. The catalyst class is: 5.